This data is from Reaction yield outcomes from USPTO patents with 853,638 reactions. The task is: Predict the reaction yield, written as a fraction of the theoretical maximum amount of product (1.0 means a 100% yield; for example, 0.34 means a 34% yield). (1) The reactants are CN(C(ON1N=NC2C=CC=NC1=2)=[N+](C)C)C.F[P-](F)(F)(F)(F)F.[F:25][C:26]1[CH:34]=[CH:33][C:29]([C:30]([OH:32])=O)=[C:28]([N+:35]([O-:37])=[O:36])[CH:27]=1.FC(F)(F)C(O)=O.[NH2:45][C@@H:46]([CH:51]1[CH2:55][CH2:54][CH2:53][CH2:52]1)[C:47]([O:49][CH3:50])=[O:48].C(N(C(C)C)CC)(C)C. The catalyst is CN(C=O)C.C(OCC)(=O)C.CCCCCC.C(OCC)(=O)C. The product is [CH:51]1([C@H:46]([NH:45][C:30]([C:29]2[CH:33]=[CH:34][C:26]([F:25])=[CH:27][C:28]=2[N+:35]([O-:37])=[O:36])=[O:32])[C:47]([O:49][CH3:50])=[O:48])[CH2:52][CH2:53][CH2:54][CH2:55]1. The yield is 0.590. (2) The reactants are [CH2:1]([O:3][C:4]([C:6]1[CH:7]=[N:8][N:9]([C:11]2[N:15](COCCOC)[C:14]3[CH:22]=[C:23]([Cl:34])[C:24]([S:26][CH2:27][C:28]4[CH:33]=[CH:32][CH:31]=[CH:30][CH:29]=4)=[CH:25][C:13]=3[N:12]=2)[CH:10]=1)=[O:5])[CH3:2].Cl.O1CCOCC1. The catalyst is CCO. The product is [CH2:1]([O:3][C:4]([C:6]1[CH:7]=[N:8][N:9]([C:11]2[NH:15][C:14]3[CH:22]=[C:23]([Cl:34])[C:24]([S:26][CH2:27][C:28]4[CH:33]=[CH:32][CH:31]=[CH:30][CH:29]=4)=[CH:25][C:13]=3[N:12]=2)[CH:10]=1)=[O:5])[CH3:2]. The yield is 0.870. (3) The reactants are C[O:2][C:3](=[O:27])[C:4]1[CH:9]=[CH:8][C:7]([NH:10][CH:11]2[CH2:16][CH2:15][CH2:14][CH2:13][CH:12]2[CH3:17])=[C:6]([NH:18][C:19](=O)[CH2:20][C:21]2[S:22][CH:23]=[CH:24][CH:25]=2)[CH:5]=1.Cl.O. The catalyst is O1CCOCC1. The product is [CH3:17][C@@H:12]1[CH2:13][CH2:14][CH2:15][CH2:16][C@H:11]1[N:10]1[C:7]2[CH:8]=[CH:9][C:4]([C:3]([OH:2])=[O:27])=[CH:5][C:6]=2[N:18]=[C:19]1[CH2:20][C:21]1[S:22][CH:23]=[CH:24][CH:25]=1. The yield is 0.910. (4) The reactants are [O:1]=[CH:2][C@H:3]([C@@H:5]([C@@H:7]([CH2:9][OH:10])[OH:8])[OH:6])[OH:4].[CH3:11]O. The catalyst is C(Cl)(=O)C. The product is [O:1]([CH3:11])[CH:2]1[O:8][C@H:7]([CH2:9][OH:10])[C@@H:5]([OH:6])[C@@H:3]1[OH:4]. The yield is 0.820.